Dataset: Reaction yield outcomes from USPTO patents with 853,638 reactions. Task: Predict the reaction yield, written as a fraction of the theoretical maximum amount of product (1.0 means a 100% yield; for example, 0.34 means a 34% yield). (1) The reactants are [C:1](/[C:3](=[CH:9]/[C:10]1[CH:15]=[CH:14][C:13]([C:16]2[N:20]=[CH:19][N:18]([C:21]3[CH:26]=[CH:25][C:24]([O:27][C:28]([F:31])([F:30])[F:29])=[CH:23][CH:22]=3)[N:17]=2)=[CH:12][CH:11]=1)/[C:4]([O:6]CC)=[O:5])#[N:2].[OH-].[Li+]. The catalyst is O1CCCC1.CO.O. The product is [C:1](/[C:3](=[CH:9]/[C:10]1[CH:11]=[CH:12][C:13]([C:16]2[N:20]=[CH:19][N:18]([C:21]3[CH:26]=[CH:25][C:24]([O:27][C:28]([F:29])([F:30])[F:31])=[CH:23][CH:22]=3)[N:17]=2)=[CH:14][CH:15]=1)/[C:4]([OH:6])=[O:5])#[N:2]. The yield is 0.820. (2) The reactants are [N:1]1([CH:6]2[CH2:15][CH2:14][C:13]([CH3:17])([CH3:16])[C:12]3[CH:11]=[C:10]([C:18]#[C:19][C:20]4[CH:25]=[CH:24][C:23]([CH2:26][C:27]([O:29]C)=[O:28])=[CH:22][CH:21]=4)[CH:9]=[CH:8][C:7]2=3)[CH:5]=[CH:4][N:3]=[CH:2]1.[OH-].[Na+]. The catalyst is C(O)C. The product is [N:1]1([CH:6]2[CH2:15][CH2:14][C:13]([CH3:17])([CH3:16])[C:12]3[CH:11]=[C:10]([C:18]#[C:19][C:20]4[CH:21]=[CH:22][C:23]([CH2:26][C:27]([OH:29])=[O:28])=[CH:24][CH:25]=4)[CH:9]=[CH:8][C:7]2=3)[CH:5]=[CH:4][N:3]=[CH:2]1. The yield is 0.830. (3) The reactants are [CH3:1][O:2][C:3]([C:5]1[N:6]([CH3:21])[N:7]=[C:8]([NH:10]C(OCC2C=CC=CC=2)=O)[CH:9]=1)=[O:4]. The catalyst is [Pd].CO. The product is [CH3:1][O:2][C:3]([C:5]1[N:6]([CH3:21])[N:7]=[C:8]([NH2:10])[CH:9]=1)=[O:4]. The yield is 0.980.